Dataset: Peptide-MHC class I binding affinity with 185,985 pairs from IEDB/IMGT. Task: Regression. Given a peptide amino acid sequence and an MHC pseudo amino acid sequence, predict their binding affinity value. This is MHC class I binding data. (1) The peptide sequence is PLISILMIFI. The MHC is HLA-A02:01 with pseudo-sequence HLA-A02:01. The binding affinity (normalized) is 0.378. (2) The peptide sequence is RAFGRDWRY. The MHC is HLA-A23:01 with pseudo-sequence HLA-A23:01. The binding affinity (normalized) is 0.0847. (3) The peptide sequence is VLTLLLLLV. The MHC is HLA-B53:01 with pseudo-sequence HLA-B53:01. The binding affinity (normalized) is 0.0791. (4) The peptide sequence is GLLKKFEFL. The MHC is HLA-B08:01 with pseudo-sequence HLA-B08:01. The binding affinity (normalized) is 0.644. (5) The peptide sequence is GLYNLLIRC. The MHC is HLA-A02:01 with pseudo-sequence HLA-A02:01. The binding affinity (normalized) is 0.547. (6) The peptide sequence is IMYDSGAKY. The MHC is HLA-A26:03 with pseudo-sequence HLA-A26:03. The binding affinity (normalized) is 0.0847. (7) The peptide sequence is RTMPLSRFT. The MHC is HLA-A69:01 with pseudo-sequence HLA-A69:01. The binding affinity (normalized) is 0.0847.